Dataset: Forward reaction prediction with 1.9M reactions from USPTO patents (1976-2016). Task: Predict the product of the given reaction. (1) Given the reactants [CH2:1]([O:3][C:4]([C:6]1[C:15](=[O:16])[C:14]2[C:9](=[N:10][C:11]([CH3:18])=[C:12]([CH3:17])[CH:13]=2)[NH:8][CH:7]=1)=[O:5])[CH3:2].Br[CH2:20][C:21]1[CH:26]=[CH:25][CH:24]=[C:23]([CH3:27])[N:22]=1, predict the reaction product. The product is: [CH2:1]([O:3][C:4]([C:6]1[C:15](=[O:16])[C:14]2[C:9](=[N:10][C:11]([CH3:18])=[C:12]([CH3:17])[CH:13]=2)[N:8]([CH2:20][C:21]2[CH:26]=[CH:25][CH:24]=[C:23]([CH3:27])[N:22]=2)[CH:7]=1)=[O:5])[CH3:2]. (2) Given the reactants [CH3:1][C:2]1[C:7]([O:8][CH3:9])=[C:6]([CH2:10]/[CH:11]=[C:12](/[CH2:14][CH2:15][C:16]([OH:18])=[O:17])\[CH3:13])[C:5]([OH:19])=[C:4]2[C:20]([O:22][CH2:23][C:3]=12)=[O:21].CN(C)C=O.C(Cl)(=O)C([Cl:32])=O.O[CH2:36][CH2:37][N:38]1[CH2:43][CH2:42][O:41][CH2:40][CH2:39]1, predict the reaction product. The product is: [CH3:1][C:2]1[C:7]([O:8][CH3:9])=[C:6]([CH2:10]/[CH:11]=[C:12](/[CH2:14][CH2:15][C:16]([O:18][CH2:36][CH2:37][N:38]2[CH2:43][CH2:42][O:41][CH2:40][CH2:39]2)=[O:17])\[CH3:13])[C:5]([OH:19])=[C:4]2[C:20]([O:22][CH2:23][C:3]=12)=[O:21].[ClH:32]. (3) Given the reactants N[C:2]1[CH:3]=[CH:4][C:5]([O:28][CH3:29])=[C:6]([CH2:8][CH2:9][N:10]2[CH2:15][CH2:14][CH:13]([N:16]3[C:24]4[C:19](=[CH:20][CH:21]=[C:22]([C:25]([NH2:27])=[O:26])[CH:23]=4)[CH:18]=[CH:17]3)[CH2:12][CH2:11]2)[CH:7]=1.C=O.[C:32]([BH3-])#[N:33].[Na+].[C:36](=O)(O)[O-].[Na+], predict the reaction product. The product is: [CH3:36][N:33]([CH3:32])[C:2]1[CH:3]=[CH:4][C:5]([O:28][CH3:29])=[C:6]([CH2:8][CH2:9][N:10]2[CH2:15][CH2:14][CH:13]([N:16]3[C:24]4[C:19](=[CH:20][CH:21]=[C:22]([C:25]([NH2:27])=[O:26])[CH:23]=4)[CH:18]=[CH:17]3)[CH2:12][CH2:11]2)[CH:7]=1. (4) The product is: [Br:35][CH2:30][C:28]1[CH:29]=[C:24]([C:4]2([C:12]3[CH:17]=[CH:16][CH:15]=[C:14]([C:18]4[CH:23]=[N:22][CH:21]=[N:20][CH:19]=4)[CH:13]=3)[C:5]3[C:10](=[C:9]([F:11])[CH:8]=[CH:7][CH:6]=3)[C:2]([NH2:1])=[N:3]2)[CH:25]=[C:26]([CH3:34])[C:27]=1[O:32][CH3:33]. Given the reactants [NH2:1][C:2]1[C:10]2[C:5](=[CH:6][CH:7]=[CH:8][C:9]=2[F:11])[C:4]([C:24]2[CH:25]=[C:26]([CH3:34])[C:27]([O:32][CH3:33])=[C:28]([CH2:30]O)[CH:29]=2)([C:12]2[CH:17]=[CH:16][CH:15]=[C:14]([C:18]3[CH:19]=[N:20][CH:21]=[N:22][CH:23]=3)[CH:13]=2)[N:3]=1.[BrH:35].C([O-])([O-])=O.[Na+].[Na+], predict the reaction product.